From a dataset of Forward reaction prediction with 1.9M reactions from USPTO patents (1976-2016). Predict the product of the given reaction. (1) Given the reactants C1(C2C=CC=CC=2)C=CC=CC=1.[N:13]1([CH:19]2[CH2:24][CH2:23][N:22]([S:25]([C:28]3[C:29]([OH:43])=[C:30]([NH:35][C:36]4[C:37](=[O:42])[C:38](=[O:41])[C:39]=4Cl)[CH:31]=[CH:32][C:33]=3[Cl:34])(=[O:27])=[O:26])[CH2:21][CH2:20]2)[CH2:18][CH2:17][CH2:16][CH2:15][CH2:14]1.[NH2:44][C:45]1[CH:50]=[CH:49][CH:48]=[CH:47][CH:46]=1, predict the reaction product. The product is: [N:13]1([CH:19]2[CH2:20][CH2:21][N:22]([S:25]([C:28]3[C:29]([OH:43])=[C:30]([NH:35][C:36]4[C:37](=[O:42])[C:38](=[O:41])[C:39]=4[NH:44][C:45]4[CH:50]=[CH:49][CH:48]=[CH:47][CH:46]=4)[CH:31]=[CH:32][C:33]=3[Cl:34])(=[O:26])=[O:27])[CH2:23][CH2:24]2)[CH2:14][CH2:15][CH2:16][CH2:17][CH2:18]1. (2) Given the reactants [CH3:1][C:2]1[CH:6]=[C:5]([C:7]2[CH:8]=[C:9]([C:16]([OH:18])=O)[C:10]3[N:11]([N:13]=[CH:14][N:15]=3)[CH:12]=2)[NH:4][N:3]=1.[NH2:19][C:20]1[CH:25]=[CH:24][C:23]([F:26])=[CH:22][N:21]=1.P(Cl)(Cl)(Cl)=O, predict the reaction product. The product is: [F:26][C:23]1[CH:24]=[CH:25][C:20]([NH:19][C:16]([C:9]2[C:10]3[N:11]([N:13]=[CH:14][N:15]=3)[CH:12]=[C:7]([C:5]3[NH:4][N:3]=[C:2]([CH3:1])[CH:6]=3)[CH:8]=2)=[O:18])=[N:21][CH:22]=1. (3) Given the reactants Br[C:2]1[NH:11][C:5]2=[N:6][CH:7]=[CH:8][C:9]([Cl:10])=[C:4]2[N:3]=1.[O:12]1[CH2:17][CH2:16][CH:15]([N:18]2[CH:22]=[C:21](B3OC(C)(C)C(C)(C)O3)[CH:20]=[N:19]2)[CH2:14][CH2:13]1.C(=O)([O-])[O-].[Na+].[Na+].C([O-])(=O)C.[Na+].C(#N)C.C1(P(C2C=CC=CC=2)C2C=CC=CC=2)CCCC1, predict the reaction product. The product is: [Cl:10][C:9]1[CH:8]=[CH:7][N:6]=[C:5]2[NH:11][C:2]([C:21]3[CH:20]=[N:19][N:18]([CH:15]4[CH2:16][CH2:17][O:12][CH2:13][CH2:14]4)[CH:22]=3)=[N:3][C:4]=12. (4) The product is: [Cl:1][C:2]1[CH:3]=[C:4]([C@@H:8]2[C@@H:13]([C:14]3[CH:19]=[CH:18][C:17]([Cl:20])=[CH:16][CH:15]=3)[N:12]([N:21]([CH2:22][CH3:23])[CH2:24][CH3:25])[C:11](=[O:26])[C@:10]([CH2:28][C:29]([OH:31])=[O:30])([CH3:27])[CH2:9]2)[CH:5]=[CH:6][CH:7]=1. Given the reactants [Cl:1][C:2]1[CH:3]=[C:4]([C@@H:8]2[C@@H:13]([C:14]3[CH:19]=[CH:18][C:17]([Cl:20])=[CH:16][CH:15]=3)[N:12]([N:21]([CH2:24][CH3:25])[CH2:22][CH3:23])[C:11](=[O:26])[C@:10]([CH2:28][C:29]([O:31]C)=[O:30])([CH3:27])[CH2:9]2)[CH:5]=[CH:6][CH:7]=1.[OH-].[Li+], predict the reaction product. (5) The product is: [Cl:26][C:8]1[CH:7]=[C:4]([C:5]2[NH:29][N:28]=[N:27][N:6]=2)[CH:3]=[C:2]([Cl:1])[C:9]=1[O:10][C:11]1[CH:16]=[CH:15][C:14]([OH:17])=[C:13]([C:18]([N:20]2[CH2:25][CH2:24][CH2:23][CH2:22][CH2:21]2)=[O:19])[CH:12]=1. Given the reactants [Cl:1][C:2]1[CH:3]=[C:4]([CH:7]=[C:8]([Cl:26])[C:9]=1[O:10][C:11]1[CH:16]=[CH:15][C:14]([OH:17])=[C:13]([C:18]([N:20]2[CH2:25][CH2:24][CH2:23][CH2:22][CH2:21]2)=[O:19])[CH:12]=1)[C:5]#[N:6].[N-:27]=[N+:28]=[N-:29].[Na+].[Cl-].[NH4+], predict the reaction product. (6) The product is: [C:1]([O:4][C@H:5]1[CH2:22][C@@H:21]([O:23][C:24](=[O:26])[CH3:25])[C@@:20]2([CH3:27])[C:7](=[CH:8][C:9](=[N:30][OH:31])[C@@H:10]3[C@@H:19]2[CH2:18][CH2:17][C@@:15]2([CH3:16])[C@H:11]3[CH2:12][CH2:13][CH2:14]2)[CH2:6]1)(=[O:3])[CH3:2]. Given the reactants [C:1]([O:4][C@H:5]1[CH2:22][C@@H:21]([O:23][C:24](=[O:26])[CH3:25])[C@@:20]2([CH3:27])[C:7](=[CH:8][C:9](=O)[C@@H:10]3[C@@H:19]2[CH2:18][CH2:17][C@@:15]2([CH3:16])[C@H:11]3[CH2:12][CH2:13][CH2:14]2)[CH2:6]1)(=[O:3])[CH3:2].Cl.[NH2:30][OH:31].O, predict the reaction product. (7) Given the reactants [NH2:1][CH2:2][C:3]1[C:8]([F:9])=[CH:7][C:6]([Br:10])=[CH:5][N:4]=1.C(N(CC)CC)C.[C:18]([O:22][C:23](O[C:23]([O:22][C:18]([CH3:21])([CH3:20])[CH3:19])=[O:24])=[O:24])([CH3:21])([CH3:20])[CH3:19], predict the reaction product. The product is: [Br:10][C:6]1[CH:7]=[C:8]([F:9])[C:3]([CH2:2][NH:1][C:23](=[O:24])[O:22][C:18]([CH3:21])([CH3:20])[CH3:19])=[N:4][CH:5]=1. (8) Given the reactants C(=O)([O-])[O-].[K+].[K+].[C:7]1(B(O)O)[CH:12]=[CH:11][CH:10]=[CH:9][CH:8]=1.[F:16][C:17]1[C:18](=[O:37])[N:19]([CH2:24][CH2:25][C@@:26]([CH3:36])([S:32]([CH3:35])(=[O:34])=[O:33])[C:27]([O:29][CH2:30][CH3:31])=[O:28])[CH:20]=[CH:21][C:22]=1I.O, predict the reaction product. The product is: [F:16][C:17]1[C:18](=[O:37])[N:19]([CH2:24][CH2:25][C@@:26]([CH3:36])([S:32]([CH3:35])(=[O:33])=[O:34])[C:27]([O:29][CH2:30][CH3:31])=[O:28])[CH:20]=[CH:21][C:22]=1[C:7]1[CH:12]=[CH:11][CH:10]=[CH:9][CH:8]=1.